Dataset: Forward reaction prediction with 1.9M reactions from USPTO patents (1976-2016). Task: Predict the product of the given reaction. Given the reactants [CH3:1][CH:2]([CH3:34])[CH2:3][CH2:4][C@@H:5]([N:13]1[CH2:18][CH2:17][C@@H:16]([CH2:19][C:20]([O:22]C)=[O:21])[CH2:15][C@H:14]1[C:24]1[CH:29]=[CH:28][C:27]([C:30]([F:33])([F:32])[F:31])=[CH:26][CH:25]=1)[CH2:6][CH:7]1[CH2:12][CH2:11][O:10][CH2:9][CH2:8]1.[OH-].[Na+], predict the reaction product. The product is: [CH3:1][CH:2]([CH3:34])[CH2:3][CH2:4][C@@H:5]([N:13]1[CH2:18][CH2:17][C@@H:16]([CH2:19][C:20]([OH:22])=[O:21])[CH2:15][C@H:14]1[C:24]1[CH:25]=[CH:26][C:27]([C:30]([F:33])([F:31])[F:32])=[CH:28][CH:29]=1)[CH2:6][CH:7]1[CH2:8][CH2:9][O:10][CH2:11][CH2:12]1.